Predict which catalyst facilitates the given reaction. From a dataset of Catalyst prediction with 721,799 reactions and 888 catalyst types from USPTO. (1) Reactant: [NH2:1][C:2]1[CH:13]=[CH:12][C:5]([O:6][CH2:7][C:8]([O:10][CH3:11])=[O:9])=[CH:4][CH:3]=1.Cl.Cl[C:16]1[CH:21]=[C:20]([C:22]2[CH:27]=[CH:26][CH:25]=[C:24]([Cl:28])[CH:23]=2)[N:19]=[C:18]2[CH2:29][CH2:30][CH2:31][C:17]=12. Product: [Cl:28][C:24]1[CH:23]=[C:22]([C:20]2[N:19]=[C:18]3[CH2:29][CH2:30][CH2:31][C:17]3=[C:16]([NH:1][C:2]3[CH:3]=[CH:4][C:5]([O:6][CH2:7][C:8]([O:10][CH3:11])=[O:9])=[CH:12][CH:13]=3)[CH:21]=2)[CH:27]=[CH:26][CH:25]=1. The catalyst class is: 138. (2) Reactant: C(=O)([O-])[O-].[Cs+].[Cs+].Br[CH2:8][C:9]([N:11]1[CH2:26][CH2:25][C:14]2([CH2:17][N:16]([C:18]([O:20][C:21]([CH3:24])([CH3:23])[CH3:22])=[O:19])[CH2:15]2)[CH2:13][CH2:12]1)=[O:10].[OH:27][C:28]1[CH:35]=[CH:34][C:31]([C:32]#[N:33])=[CH:30][C:29]=1[CH:36]([CH3:38])[CH3:37]. Product: [C:32]([C:31]1[CH:34]=[CH:35][C:28]([O:27][CH2:8][C:9]([N:11]2[CH2:26][CH2:25][C:14]3([CH2:17][N:16]([C:18]([O:20][C:21]([CH3:24])([CH3:23])[CH3:22])=[O:19])[CH2:15]3)[CH2:13][CH2:12]2)=[O:10])=[C:29]([CH:36]([CH3:38])[CH3:37])[CH:30]=1)#[N:33]. The catalyst class is: 9.